Dataset: Full USPTO retrosynthesis dataset with 1.9M reactions from patents (1976-2016). Task: Predict the reactants needed to synthesize the given product. Given the product [Cl:1][C:2]1[CH:3]=[CH:4][C:5]2[N:6]([C:21](=[O:22])[CH:20]=[C:19]([C:13]3[CH:14]=[CH:15][C:16]([O:17][CH3:18])=[C:11]([O:10][CH3:9])[CH:12]=3)[N:8]=2)[N:7]=1, predict the reactants needed to synthesize it. The reactants are: [Cl:1][C:2]1[N:7]=[N:6][C:5]([NH2:8])=[CH:4][CH:3]=1.[CH3:9][O:10][C:11]1[CH:12]=[C:13]([C:19](=O)[CH2:20][C:21](OCC)=[O:22])[CH:14]=[CH:15][C:16]=1[O:17][CH3:18].